From a dataset of Forward reaction prediction with 1.9M reactions from USPTO patents (1976-2016). Predict the product of the given reaction. (1) The product is: [CH:28]([C:31]1[N:36]=[CH:35][C:34]([CH2:37][C:38]2[C:46]3[C:41](=[N:42][CH:43]=[CH:44][CH:45]=3)[NH:40][CH:39]=2)=[CH:33][CH:32]=1)([CH3:30])[CH3:29]. Given the reactants ClC1N=CC(CC2C3C(=NC=CC=3)N([Si](C(C)C)(C(C)C)C(C)C)C=2)=CC=1.[CH:28]([C:31]1[N:36]=[CH:35][C:34]([CH2:37][C:38]2[C:46]3[C:41](=[N:42][CH:43]=[CH:44][CH:45]=3)[N:40]([Si](C(C)C)(C(C)C)C(C)C)[CH:39]=2)=[CH:33][CH:32]=1)([CH3:30])[CH3:29], predict the reaction product. (2) Given the reactants [C:1]([C:5]1[CH:9]=[C:8]([NH:10][C:11]([NH:13][C:14]2[CH:19]=[C:18]([C:20]3[C:31](=[O:32])[N:30]([CH3:33])[C:23]4[N:24]=[C:25](SC)[N:26]=[CH:27][C:22]=4[CH:21]=3)[CH:17]=[CH:16][C:15]=2[F:34])=[O:12])[N:7]([CH3:35])[N:6]=1)([CH3:4])([CH3:3])[CH3:2].[CH3:36][NH2:37].Cl.Cl, predict the reaction product. The product is: [C:1]([C:5]1[CH:9]=[C:8]([NH:10][C:11]([NH:13][C:14]2[CH:19]=[C:18]([C:20]3[C:31](=[O:32])[N:30]([CH3:33])[C:23]4[N:24]=[C:25]([NH:37][CH3:36])[N:26]=[CH:27][C:22]=4[CH:21]=3)[CH:17]=[CH:16][C:15]=2[F:34])=[O:12])[N:7]([CH3:35])[N:6]=1)([CH3:4])([CH3:3])[CH3:2].